From a dataset of Full USPTO retrosynthesis dataset with 1.9M reactions from patents (1976-2016). Predict the reactants needed to synthesize the given product. Given the product [N:1]1[C:10]2[C:5](=[CH:6][C:7](/[CH:11]=[CH:19]/[CH:15]=[O:14])=[CH:8][CH:9]=2)[N:4]=[CH:3][CH:2]=1, predict the reactants needed to synthesize it. The reactants are: [N:1]1[C:10]2[C:5](=[CH:6][C:7]([CH:11]=O)=[CH:8][CH:9]=2)[N:4]=[CH:3][CH:2]=1.[Br-].[O:14]1CCO[CH:15]1[CH2:19][P+](C1C=CC=CC=1)(C1C=CC=CC=1)C1C=CC=CC=1.COCCOCCN(CCOCCOC)CCOCCOC.